Dataset: NCI-60 drug combinations with 297,098 pairs across 59 cell lines. Task: Regression. Given two drug SMILES strings and cell line genomic features, predict the synergy score measuring deviation from expected non-interaction effect. (1) Drug 1: CC1C(C(=O)NC(C(=O)N2CCCC2C(=O)N(CC(=O)N(C(C(=O)O1)C(C)C)C)C)C(C)C)NC(=O)C3=C4C(=C(C=C3)C)OC5=C(C(=O)C(=C(C5=N4)C(=O)NC6C(OC(=O)C(N(C(=O)CN(C(=O)C7CCCN7C(=O)C(NC6=O)C(C)C)C)C)C(C)C)C)N)C. Drug 2: C1=NC2=C(N=C(N=C2N1C3C(C(C(O3)CO)O)O)F)N. Cell line: OVCAR-8. Synergy scores: CSS=46.3, Synergy_ZIP=-4.34, Synergy_Bliss=-5.93, Synergy_Loewe=-6.07, Synergy_HSA=-1.75. (2) Drug 1: C1CCN(CC1)CCOC2=CC=C(C=C2)C(=O)C3=C(SC4=C3C=CC(=C4)O)C5=CC=C(C=C5)O. Drug 2: C1=NC2=C(N1)C(=S)N=CN2. Cell line: SF-539. Synergy scores: CSS=31.4, Synergy_ZIP=-7.88, Synergy_Bliss=2.76, Synergy_Loewe=0.0774, Synergy_HSA=4.05.